From a dataset of Catalyst prediction with 721,799 reactions and 888 catalyst types from USPTO. Predict which catalyst facilitates the given reaction. (1) Reactant: [N:1]([C@@H:4]1[CH2:12][C:11]2[C:6](=[CH:7][CH:8]=[CH:9][CH:10]=2)[C@H:5]1[NH:13][C:14]1[C:19]([CH:20]2[CH2:22][CH2:21]2)=[N:18][C:17]([C:23]2[CH:28]=[CH:27][C:26]([Cl:29])=[CH:25][C:24]=2[Cl:30])=[C:16]([CH:31]2[CH2:33][CH2:32]2)[N:15]=1)=[N+]=[N-].C1C=CC(P(C2C=CC=CC=2)C2C=CC=CC=2)=CC=1.O. Product: [CH:20]1([C:19]2[C:14]([NH:13][C@@H:5]3[C:6]4[C:11](=[CH:10][CH:9]=[CH:8][CH:7]=4)[CH2:12][C@H:4]3[NH2:1])=[N:15][C:16]([CH:31]3[CH2:32][CH2:33]3)=[C:17]([C:23]3[CH:28]=[CH:27][C:26]([Cl:29])=[CH:25][C:24]=3[Cl:30])[N:18]=2)[CH2:21][CH2:22]1. The catalyst class is: 1. (2) Reactant: [Br:1]N1C(=O)CCC1=O.[NH2:9][C:10]1[S:11][CH:12]=[C:13]([C:15](=[O:21])[C:16]([O:18][CH2:19][CH3:20])=[O:17])[N:14]=1. Product: [NH2:9][C:10]1[S:11][C:12]([Br:1])=[C:13]([C:15](=[O:21])[C:16]([O:18][CH2:19][CH3:20])=[O:17])[N:14]=1. The catalyst class is: 15.